This data is from Forward reaction prediction with 1.9M reactions from USPTO patents (1976-2016). The task is: Predict the product of the given reaction. (1) Given the reactants [C:1]1([S:7]([C:10]2[CH:11]=[CH:12][C:13]([C:20]([F:23])([F:22])[F:21])=[C:14]([S:16](Cl)(=[O:18])=[O:17])[CH:15]=2)(=[O:9])=[O:8])[CH:6]=[CH:5][CH:4]=[CH:3][CH:2]=1.[NH2:24][CH:25]1[CH2:33][C:32]2[C:27](=[CH:28][CH:29]=[C:30]([O:34][CH2:35][C:36]([O:38][CH3:39])=[O:37])[CH:31]=2)[CH2:26]1, predict the reaction product. The product is: [CH3:39][O:38][C:36](=[O:37])[CH2:35][O:34][C:30]1[CH:31]=[C:32]2[C:27](=[CH:28][CH:29]=1)[CH2:26][CH:25]([NH:24][S:16]([C:14]1[CH:15]=[C:10]([S:7]([C:1]3[CH:6]=[CH:5][CH:4]=[CH:3][CH:2]=3)(=[O:9])=[O:8])[CH:11]=[CH:12][C:13]=1[C:20]([F:23])([F:22])[F:21])(=[O:18])=[O:17])[CH2:33]2. (2) Given the reactants [C:1]([O:5][C:6](=[O:25])[NH:7][C:8]1[CH:13]=[C:12]([O:14][CH2:15][C:16]([F:19])([F:18])[F:17])[C:11]([C:20]([F:23])([F:22])[F:21])=[CH:10][C:9]=1[NH2:24])([CH3:4])([CH3:3])[CH3:2].C([O:30][C:31](=O)[CH2:32][C:33]([C:35]1[CH:40]=[CH:39][CH:38]=[C:37]([C:41]2[CH:42]=[N:43][C:44]([N:47]([CH3:49])[CH3:48])=[CH:45][CH:46]=2)[CH:36]=1)=[O:34])(C)(C)C, predict the reaction product. The product is: [C:1]([O:5][C:6](=[O:25])[NH:7][C:8]1[CH:13]=[C:12]([O:14][CH2:15][C:16]([F:18])([F:17])[F:19])[C:11]([C:20]([F:22])([F:23])[F:21])=[CH:10][C:9]=1[NH:24][C:31](=[O:30])[CH2:32][C:33]([C:35]1[CH:40]=[CH:39][CH:38]=[C:37]([C:41]2[CH:42]=[N:43][C:44]([N:47]([CH3:49])[CH3:48])=[CH:45][CH:46]=2)[CH:36]=1)=[O:34])([CH3:4])([CH3:2])[CH3:3]. (3) Given the reactants [N:1]1([C:6]2[C:15]3[N:14]=[CH:13][CH:12]=[CH:11][C:10]=3[C:9]([C:16]([O:18]C)=[O:17])=[CH:8][CH:7]=2)[CH:5]=[N:4][N:3]=[N:2]1.[OH-].[Na+], predict the reaction product. The product is: [N:1]1([C:6]2[C:15]3[N:14]=[CH:13][CH:12]=[CH:11][C:10]=3[C:9]([C:16]([OH:18])=[O:17])=[CH:8][CH:7]=2)[CH:5]=[N:4][N:3]=[N:2]1.